From a dataset of Full USPTO retrosynthesis dataset with 1.9M reactions from patents (1976-2016). Predict the reactants needed to synthesize the given product. (1) Given the product [N:21]([CH2:19][C:8]1[C:9]([C:12]2[CH:17]=[CH:16][CH:15]=[CH:14][C:13]=2[F:18])=[N:10][C:11]2[C:6]([CH:7]=1)=[CH:5][CH:4]=[CH:3][C:2]=2[Cl:1])=[N+:22]=[N-:23], predict the reactants needed to synthesize it. The reactants are: [Cl:1][C:2]1[CH:3]=[CH:4][CH:5]=[C:6]2[C:11]=1[N:10]=[C:9]([C:12]1[CH:17]=[CH:16][CH:15]=[CH:14][C:13]=1[F:18])[C:8]([CH2:19]Cl)=[CH:7]2.[N-:21]=[N+:22]=[N-:23].[Na+]. (2) Given the product [F:1][C:2]1[CH:11]=[C:10]([NH:12][S:13]([C:16]2[CH:21]=[CH:20][C:19]([C:22]3[CH:27]=[CH:26][N:25]=[C:24]([CH:28]([CH3:29])[CH3:30])[CH:23]=3)=[CH:18][N:17]=2)(=[O:15])=[O:14])[C:9]([F:31])=[CH:8][C:3]=1[C:4]([OH:6])=[O:5], predict the reactants needed to synthesize it. The reactants are: [F:1][C:2]1[CH:11]=[C:10]([NH:12][S:13]([C:16]2[CH:21]=[CH:20][C:19]([C:22]3[CH:27]=[CH:26][N:25]=[C:24]([CH:28]([CH3:30])[CH3:29])[CH:23]=3)=[CH:18][N:17]=2)(=[O:15])=[O:14])[C:9]([F:31])=[CH:8][C:3]=1[C:4]([O:6]C)=[O:5].[OH-].[Li+].Cl. (3) Given the product [Br:1][C:2]1[N:3]=[CH:4][C:5]([C:23]2([OH:26])[CH2:24][CH2:25][O:20][CH2:21][CH2:22]2)=[CH:6][CH:7]=1, predict the reactants needed to synthesize it. The reactants are: [Br:1][C:2]1[CH:7]=[CH:6][C:5](I)=[CH:4][N:3]=1.CCCCCC.C([Li])CCC.[O:20]1[CH2:25][CH2:24][C:23](=[O:26])[CH2:22][CH2:21]1.[Cl-].[NH4+]. (4) Given the product [C:1]([NH:8][CH2:9][C:10](=[O:16])[CH2:11][CH2:12][C:13]([O:15][CH:18]([C:26]1[CH:31]=[CH:30][CH:29]=[CH:28][CH:27]=1)[C:19]([O:21][C:22]([CH3:25])([CH3:23])[CH3:24])=[O:20])=[O:14])([O:3][C:4]([CH3:7])([CH3:6])[CH3:5])=[O:2], predict the reactants needed to synthesize it. The reactants are: [C:1]([NH:8][CH2:9][C:10](=[O:16])[CH2:11][CH2:12][C:13]([OH:15])=[O:14])([O:3][C:4]([CH3:7])([CH3:6])[CH3:5])=[O:2].Br[CH:18]([C:26]1[CH:31]=[CH:30][CH:29]=[CH:28][CH:27]=1)[C:19]([O:21][C:22]([CH3:25])([CH3:24])[CH3:23])=[O:20].C(N(CC)CC)C. (5) Given the product [C:18]([O:21][CH2:22][C:23]1[C:24]([N:38]2[CH2:50][CH2:49][N:41]3[C:42]4[CH2:43][CH2:44][CH2:45][CH2:46][C:47]=4[CH:48]=[C:40]3[C:39]2=[O:51])=[N:25][CH:26]=[CH:27][C:28]=1[C:29]1[CH:34]=[C:33]([NH:1][C:2]2[CH:3]=[CH:4][C:5]([C:8]([N:10]3[C@@H:15]([CH3:16])[CH2:14][O:13][CH2:12][C@H:11]3[CH3:17])=[O:9])=[CH:6][N:7]=2)[C:32](=[O:36])[N:31]([CH3:37])[CH:30]=1)(=[O:20])[CH3:19], predict the reactants needed to synthesize it. The reactants are: [NH2:1][C:2]1[N:7]=[CH:6][C:5]([C:8]([N:10]2[C@@H:15]([CH3:16])[CH2:14][O:13][CH2:12][C@H:11]2[CH3:17])=[O:9])=[CH:4][CH:3]=1.[C:18]([O:21][CH2:22][C:23]1[C:24]([N:38]2[CH2:50][CH2:49][N:41]3[C:42]4[CH2:43][CH2:44][CH2:45][CH2:46][C:47]=4[CH:48]=[C:40]3[C:39]2=[O:51])=[N:25][CH:26]=[CH:27][C:28]=1[C:29]1[CH:34]=[C:33](Br)[C:32](=[O:36])[N:31]([CH3:37])[CH:30]=1)(=[O:20])[CH3:19].C(=O)([O-])[O-].[Cs+].[Cs+].CC1(C)C2C(=C(P(C3C=CC=CC=3)C3C=CC=CC=3)C=CC=2)OC2C(P(C3C=CC=CC=3)C3C=CC=CC=3)=CC=CC1=2.